From a dataset of Peptide-MHC class I binding affinity with 185,985 pairs from IEDB/IMGT. Regression. Given a peptide amino acid sequence and an MHC pseudo amino acid sequence, predict their binding affinity value. This is MHC class I binding data. (1) The peptide sequence is LLLLISLVY. The MHC is HLA-A31:01 with pseudo-sequence HLA-A31:01. The binding affinity (normalized) is 0.0847. (2) The peptide sequence is LTNSVIIMAY. The MHC is HLA-A24:02 with pseudo-sequence HLA-A24:02. The binding affinity (normalized) is 0. (3) The peptide sequence is RLSNGMPTV. The MHC is HLA-A30:01 with pseudo-sequence HLA-A30:01. The binding affinity (normalized) is 0.156. (4) The peptide sequence is CQLIIQAFE. The MHC is HLA-A02:03 with pseudo-sequence HLA-A02:03. The binding affinity (normalized) is 0.362. (5) The peptide sequence is MALMKLAAL. The MHC is Patr-A0701 with pseudo-sequence Patr-A0701. The binding affinity (normalized) is 0.